Dataset: Peptide-MHC class I binding affinity with 185,985 pairs from IEDB/IMGT. Task: Regression. Given a peptide amino acid sequence and an MHC pseudo amino acid sequence, predict their binding affinity value. This is MHC class I binding data. (1) The peptide sequence is DEADLDEILL. The MHC is HLA-B40:02 with pseudo-sequence HLA-B40:02. The binding affinity (normalized) is 0.197. (2) The peptide sequence is YAAEMVEYL. The binding affinity (normalized) is 1.00. The MHC is HLA-A02:02 with pseudo-sequence HLA-A02:02. (3) The peptide sequence is EYAPFARLL. The MHC is HLA-A02:16 with pseudo-sequence HLA-A02:16. The binding affinity (normalized) is 0.0847. (4) The MHC is HLA-A68:02 with pseudo-sequence HLA-A68:02. The binding affinity (normalized) is 0.0847. The peptide sequence is LITEQFLCY. (5) The peptide sequence is IFFTTSLFL. The MHC is HLA-A29:02 with pseudo-sequence HLA-A29:02. The binding affinity (normalized) is 0.611. (6) The peptide sequence is RLIDFLKDVM. The MHC is Mamu-A02 with pseudo-sequence Mamu-A02. The binding affinity (normalized) is 0.466.